Dataset: Full USPTO retrosynthesis dataset with 1.9M reactions from patents (1976-2016). Task: Predict the reactants needed to synthesize the given product. (1) Given the product [CH3:1][O:2][C:3](=[O:20])[C:4]1[CH:5]=[C:6]([N:13]2[CH2:17][CH2:16][CH2:15][C:14]2=[O:19])[CH:7]=[C:8]([O:10][CH2:11][CH3:12])[CH:9]=1, predict the reactants needed to synthesize it. The reactants are: [CH3:1][O:2][C:3](=[O:20])[C:4]1[CH:9]=[C:8]([O:10][CH2:11][CH3:12])[CH:7]=[C:6]([NH:13][C:14](=[O:19])[CH2:15][CH2:16][CH2:17]Cl)[CH:5]=1.[H-].[Na+]. (2) Given the product [Br:1][C:2]1[CH:3]=[C:4]2[C:12]([I:14])=[CH:11][N:10]([CH3:13])[C:5]2=[C:6]([O:8][CH3:9])[N:7]=1, predict the reactants needed to synthesize it. The reactants are: [Br:1][C:2]1[CH:3]=[C:4]2[CH:12]=[CH:11][N:10]([CH3:13])[C:5]2=[C:6]([O:8][CH3:9])[N:7]=1.[I:14]N1C(=O)CCC1=O. (3) Given the product [C:1]([O:5][C:6]([N:8]1[CH2:13][CH2:12][CH2:11][CH2:10][C@@H:9]1[CH2:14][O:15][C:16]1[CH:21]=[CH:20][CH:19]=[C:18]([NH:22][S:31](=[O:34])(=[O:33])[NH2:32])[C:17]=1[C:23]#[N:24])=[O:7])([CH3:4])([CH3:2])[CH3:3], predict the reactants needed to synthesize it. The reactants are: [C:1]([O:5][C:6]([N:8]1[CH2:13][CH2:12][CH2:11][CH2:10][C@@H:9]1[CH2:14][O:15][C:16]1[CH:21]=[CH:20][CH:19]=[C:18]([NH2:22])[C:17]=1[C:23]#[N:24])=[O:7])([CH3:4])([CH3:3])[CH3:2].N1C=CC=CC=1.[S:31](Cl)(=[O:34])(=[O:33])[NH2:32].C([O-])(O)=O.[Na+]. (4) The reactants are: [CH3:1][O:2][C:3](=[O:14])[C:4]1[CH:9]=[CH:8][CH:7]=[C:6]([CH2:10][N:11]=[N+:12]=[N-:13])[CH:5]=1.[C:15]([C:17]1[CH:22]=[CH:21][C:20]([C:23]#[CH:24])=[CH:19][CH:18]=1)#[N:16].O=C1O[C@H]([C@H](CO)O)C([O-])=C1O.[Na+]. Given the product [CH3:1][O:2][C:3](=[O:14])[C:4]1[CH:9]=[CH:8][CH:7]=[C:6]([CH2:10][N:11]2[CH:24]=[C:23]([C:20]3[CH:21]=[CH:22][C:17]([C:15]#[N:16])=[CH:18][CH:19]=3)[N:13]=[N:12]2)[CH:5]=1, predict the reactants needed to synthesize it. (5) Given the product [CH3:1][O:2][C:3]1[CH:4]=[CH:5][CH:6]=[C:7]2[C:14]=1[C:10]1[CH2:11][CH2:12][NH:13][CH2:16][C:9]=1[NH:8]2, predict the reactants needed to synthesize it. The reactants are: [CH3:1][O:2][C:3]1[CH:4]=[CH:5][CH:6]=[C:7]2[C:14]=1[C:10]([CH2:11][CH2:12][NH2:13])=[CH:9][NH:8]2.Cl.[CH3:16]OC1C=CC=C2C=1C(CCN)=CN2.O.[OH-].[Na+].